This data is from Forward reaction prediction with 1.9M reactions from USPTO patents (1976-2016). The task is: Predict the product of the given reaction. Given the reactants Cl.[CH2:2]([C:6]1[CH:7]=[C:8]([CH:12]=[C:13]([CH3:15])[N:14]=1)[C:9](O)=[O:10])[CH:3]([CH3:5])[CH3:4].CCN(C(C)C)C(C)C.CN(C(ON1N=NC2C=CC=CC1=2)=[N+](C)C)C.[B-](F)(F)(F)F.[CH2:47]([C:51]1[CH:52]=[C:53]([CH:58]=[C:59]([CH3:61])[N:60]=1)[C:54]([NH:56][NH2:57])=O)[CH:48]([CH3:50])[CH3:49].N1C=CC=CC=1.FC(F)(F)S(OS(C(F)(F)F)(=O)=O)(=O)=O, predict the reaction product. The product is: [CH2:47]([C:51]1[CH:52]=[C:53]([C:54]2[O:10][C:9]([C:8]3[CH:12]=[C:13]([CH3:15])[N:14]=[C:6]([CH2:2][CH:3]([CH3:5])[CH3:4])[CH:7]=3)=[N:57][N:56]=2)[CH:58]=[C:59]([CH3:61])[N:60]=1)[CH:48]([CH3:50])[CH3:49].